From a dataset of Catalyst prediction with 721,799 reactions and 888 catalyst types from USPTO. Predict which catalyst facilitates the given reaction. Reactant: [N+:1]([C:4]1[C:12]2[C:11]3[CH:13]=[CH:14][CH:15]=[CH:16][C:10]=3[O:9][C:8]=2[C:7](B2OC(C)(C)C(C)(C)O2)=[CH:6][CH:5]=1)([O-:3])=[O:2].C(=O)([O-])[O-].[K+].[K+].Br[C:33]1[CH:34]=[CH:35][CH:36]=[C:37]2[C:42]=1[NH:41][C:40]([N:43]1[CH2:48][CH2:47][O:46][CH2:45][CH2:44]1)=[CH:39][C:38]2=[O:49]. Product: [N:43]1([C:40]2[NH:41][C:42]3[C:37]([C:38](=[O:49])[CH:39]=2)=[CH:36][CH:35]=[CH:34][C:33]=3[C:7]2[C:8]3[O:9][C:10]4[CH:16]=[CH:15][CH:14]=[CH:13][C:11]=4[C:12]=3[C:4]([N+:1]([O-:3])=[O:2])=[CH:5][CH:6]=2)[CH2:44][CH2:45][O:46][CH2:47][CH2:48]1. The catalyst class is: 77.